Dataset: Forward reaction prediction with 1.9M reactions from USPTO patents (1976-2016). Task: Predict the product of the given reaction. (1) Given the reactants [N+](=C)=[N-].C[O:5][C:6](=[O:13])[C@H:7]([CH3:12])[NH:8][C:9](=[O:11])[CH3:10], predict the reaction product. The product is: [C:9]([NH:8][C@@H:7]([C:6]([OH:13])=[O:5])[CH3:12])(=[O:11])[CH3:10]. (2) Given the reactants Br[C:2]1[N:3]=[C:4]([N:11]([C:19]2[CH:24]=[CH:23][C:22]([N:25]3[CH2:30][CH2:29][N:28]([CH:31]4[CH2:34][O:33][CH2:32]4)[CH2:27][CH2:26]3)=[C:21]([O:35][CH2:36][CH2:37]OC3CNCCN3)[CH:20]=2)[C:12](=[O:18])[O:13][C:14]([CH3:17])([CH3:16])[CH3:15])[C:5]2[N:6]([CH:8]=[CH:9][N:10]=2)[CH:7]=1.[C:45]([N:52]([C:69]([O:71][C:72]([CH3:75])([CH3:74])[CH3:73])=[O:70])[C:53]1[C:58]([Cl:59])=[N:57][CH:56]=[C:55](B2OC(C)(C)C(C)(C)O2)[N:54]=1)([O:47][C:48]([CH3:51])([CH3:50])[CH3:49])=[O:46].C(N(C(OC(C)(C)C)=O)C1C=NC=C(B2O[C:93](C)([CH3:95])[C:92](C)([CH3:97])O2)N=1)(OC(C)(C)C)=O.[C:106](=[O:109])([O-:108])[O-].[Na+].[Na+], predict the reaction product. The product is: [C:72]([O:71][C:69]([N:52]([C:53]1[C:58]([Cl:59])=[N:57][CH:56]=[C:55]([C:2]2[N:3]=[C:4]([N:11]([C:12]([O:13][C:14]([CH3:16])([CH3:17])[CH3:15])=[O:18])[C:19]3[CH:24]=[CH:23][C:22]([N:25]4[CH2:26][CH2:27][N:28]([CH:31]5[CH2:34][O:33][CH2:32]5)[CH2:29][CH2:30]4)=[C:21]([O:35][CH2:36][CH2:37][O:108][CH:106]4[CH2:95][CH2:93][CH2:92][CH2:97][O:109]4)[CH:20]=3)[C:5]3[N:6]([CH:8]=[CH:9][N:10]=3)[CH:7]=2)[N:54]=1)[C:45](=[O:46])[O:47][C:48]([CH3:49])([CH3:50])[CH3:51])=[O:70])([CH3:74])([CH3:73])[CH3:75]. (3) Given the reactants [CH2:1]([O:8][C@H:9]([CH3:21])[C@@H:10]([CH3:20])[O:11][C:12]1[C:17](I)=[CH:16][N:15]=[C:14]([Cl:19])[N:13]=1)[C:2]1[CH:7]=[CH:6][CH:5]=[CH:4][CH:3]=1.[F-].[K+].[F:24][C:25]([Si](C)(C)C)([F:27])[F:26].[Cl-].[Na+], predict the reaction product. The product is: [CH2:1]([O:8][C@H:9]([CH3:21])[C@@H:10]([CH3:20])[O:11][C:12]1[C:17]([C:25]([F:27])([F:26])[F:24])=[CH:16][N:15]=[C:14]([Cl:19])[N:13]=1)[C:2]1[CH:7]=[CH:6][CH:5]=[CH:4][CH:3]=1. (4) Given the reactants [NH2:1][CH2:2][C@@H:3]([C:5]1[CH:6]=[CH:7][C:8]([OH:16])=[C:9]([NH:11][S:12]([CH3:15])(=[O:14])=[O:13])[CH:10]=1)[OH:4].[CH3:17][O:18][C:19](=[O:44])[CH2:20][CH2:21][C:22]1[O:26][N:25]=[C:24]([C:27]2[CH:32]=[CH:31][C:30]([S:33]([N:36]3[CH2:41][CH2:40][CH:39]([CH:42]=O)[CH2:38][CH2:37]3)(=[O:35])=[O:34])=[CH:29][CH:28]=2)[N:23]=1.C(O)(=O)C.C([BH3-])#N.[Na+], predict the reaction product. The product is: [CH3:17][O:18][C:19](=[O:44])[CH2:20][CH2:21][C:22]1[O:26][N:25]=[C:24]([C:27]2[CH:28]=[CH:29][C:30]([S:33]([N:36]3[CH2:37][CH2:38][CH:39]([CH2:42][NH:1][CH2:2][C@H:3]([OH:4])[C:5]4[CH:6]=[CH:7][C:8]([OH:16])=[C:9]([NH:11][S:12]([CH3:15])(=[O:14])=[O:13])[CH:10]=4)[CH2:40][CH2:41]3)(=[O:34])=[O:35])=[CH:31][CH:32]=2)[N:23]=1. (5) Given the reactants Cl[C:2]1[NH:3][C:4]2[CH:10]=[CH:9][CH:8]=[CH:7][C:5]=2[N:6]=1.[F:11][C:12]1[CH:31]=[CH:30][C:15]([CH:16]([N:24]2[CH2:29][CH2:28][NH:27][CH2:26][CH2:25]2)[C:17]2[CH:22]=[CH:21][C:20]([F:23])=[CH:19][CH:18]=2)=[CH:14][CH:13]=1, predict the reaction product. The product is: [F:23][C:20]1[CH:19]=[CH:18][C:17]([CH:16]([C:15]2[CH:30]=[CH:31][C:12]([F:11])=[CH:13][CH:14]=2)[N:24]2[CH2:25][CH2:26][N:27]([C:2]3[NH:3][C:4]4[CH:10]=[CH:9][CH:8]=[CH:7][C:5]=4[N:6]=3)[CH2:28][CH2:29]2)=[CH:22][CH:21]=1.